Dataset: Reaction yield outcomes from USPTO patents with 853,638 reactions. Task: Predict the reaction yield, written as a fraction of the theoretical maximum amount of product (1.0 means a 100% yield; for example, 0.34 means a 34% yield). The reactants are [CH2:1]([N:3]([CH2:30][CH3:31])[C:4]([CH:6]1[C:18]2[C:17]3[C:12](=[CH:13][CH:14]=[C:15]([F:19])[CH:16]=3)[N:11]([CH2:20][CH2:21][O:22]CC3C=CC=CC=3)[C:10]=2[CH2:9][CH2:8][CH2:7]1)=[O:5])[CH3:2]. The catalyst is CO. The product is [CH2:30]([N:3]([CH2:1][CH3:2])[C:4]([CH:6]1[C:18]2[C:17]3[C:12](=[CH:13][CH:14]=[C:15]([F:19])[CH:16]=3)[N:11]([CH2:20][CH2:21][OH:22])[C:10]=2[CH2:9][CH2:8][CH2:7]1)=[O:5])[CH3:31]. The yield is 0.800.